From a dataset of CYP2C19 inhibition data for predicting drug metabolism from PubChem BioAssay. Regression/Classification. Given a drug SMILES string, predict its absorption, distribution, metabolism, or excretion properties. Task type varies by dataset: regression for continuous measurements (e.g., permeability, clearance, half-life) or binary classification for categorical outcomes (e.g., BBB penetration, CYP inhibition). Dataset: cyp2c19_veith. (1) The compound is CC(=O)c1ccc(OC(=O)C2c3ccccc3Oc3ccccc32)cc1. The result is 1 (inhibitor). (2) The result is 0 (non-inhibitor). The molecule is CO[C@H]1COC(=O)C/C=C\[C@@H](C)COC(=O)[C@H]2CCCN2C(=O)C/C=C\[C@H]1C. (3) The molecule is O=P(O)(O)OP(=O)(O)O. The result is 0 (non-inhibitor). (4) The drug is Cc1cc(NC(=O)c2c(F)cccc2F)n(-c2nc3ccccc3[nH]2)n1. The result is 1 (inhibitor). (5) The drug is CC[C@H](CO)NC(=O)[C@@H]1C=C2c3cccc4[nH]cc(c34)C[C@@H]2N(C)C1. The result is 0 (non-inhibitor). (6) The molecule is CCCCCNCc1cccc(Br)c1.Cl. The result is 1 (inhibitor). (7) The compound is CNc1ccnc(-c2cccc(NS(C)(=O)=O)c2)n1. The result is 0 (non-inhibitor).